From a dataset of NCI-60 drug combinations with 297,098 pairs across 59 cell lines. Regression. Given two drug SMILES strings and cell line genomic features, predict the synergy score measuring deviation from expected non-interaction effect. (1) Synergy scores: CSS=37.0, Synergy_ZIP=-17.3, Synergy_Bliss=-11.4, Synergy_Loewe=-8.19, Synergy_HSA=-2.64. Cell line: NCI-H522. Drug 2: CCC1=C2CN3C(=CC4=C(C3=O)COC(=O)C4(CC)O)C2=NC5=C1C=C(C=C5)O. Drug 1: C1=CC(=CC=C1CCCC(=O)O)N(CCCl)CCCl. (2) Drug 1: COC1=C(C=C2C(=C1)N=CN=C2NC3=CC(=C(C=C3)F)Cl)OCCCN4CCOCC4. Drug 2: CC1CCCC2(C(O2)CC(NC(=O)CC(C(C(=O)C(C1O)C)(C)C)O)C(=CC3=CSC(=N3)C)C)C. Cell line: NCI-H226. Synergy scores: CSS=22.9, Synergy_ZIP=-3.39, Synergy_Bliss=1.62, Synergy_Loewe=2.61, Synergy_HSA=2.18. (3) Drug 1: CCC(=C(C1=CC=CC=C1)C2=CC=C(C=C2)OCCN(C)C)C3=CC=CC=C3.C(C(=O)O)C(CC(=O)O)(C(=O)O)O. Drug 2: CC1C(C(CC(O1)OC2CC(CC3=C2C(=C4C(=C3O)C(=O)C5=C(C4=O)C(=CC=C5)OC)O)(C(=O)CO)O)N)O.Cl. Cell line: NCI-H322M. Synergy scores: CSS=15.5, Synergy_ZIP=-2.45, Synergy_Bliss=-1.67, Synergy_Loewe=-4.50, Synergy_HSA=-1.21. (4) Drug 1: C1=C(C(=O)NC(=O)N1)N(CCCl)CCCl. Drug 2: CC1=C(C=C(C=C1)C(=O)NC2=CC(=CC(=C2)C(F)(F)F)N3C=C(N=C3)C)NC4=NC=CC(=N4)C5=CN=CC=C5. Cell line: NCI-H226. Synergy scores: CSS=14.7, Synergy_ZIP=6.78, Synergy_Bliss=7.66, Synergy_Loewe=5.05, Synergy_HSA=5.90. (5) Drug 1: CS(=O)(=O)C1=CC(=C(C=C1)C(=O)NC2=CC(=C(C=C2)Cl)C3=CC=CC=N3)Cl. Drug 2: CCC1(CC2CC(C3=C(CCN(C2)C1)C4=CC=CC=C4N3)(C5=C(C=C6C(=C5)C78CCN9C7C(C=CC9)(C(C(C8N6C=O)(C(=O)OC)O)OC(=O)C)CC)OC)C(=O)OC)O.OS(=O)(=O)O. Cell line: K-562. Synergy scores: CSS=61.9, Synergy_ZIP=10.1, Synergy_Bliss=8.04, Synergy_Loewe=-5.70, Synergy_HSA=9.06. (6) Drug 2: C1=CC(=CC=C1CCCC(=O)O)N(CCCl)CCCl. Drug 1: COC1=CC(=CC(=C1O)OC)C2C3C(COC3=O)C(C4=CC5=C(C=C24)OCO5)OC6C(C(C7C(O6)COC(O7)C8=CC=CS8)O)O. Synergy scores: CSS=39.9, Synergy_ZIP=-5.57, Synergy_Bliss=-4.93, Synergy_Loewe=1.70, Synergy_HSA=2.76. Cell line: NCI-H522. (7) Drug 1: CC1C(C(CC(O1)OC2CC(CC3=C2C(=C4C(=C3O)C(=O)C5=C(C4=O)C(=CC=C5)OC)O)(C(=O)CO)O)N)O.Cl. Drug 2: C1CN(P(=O)(OC1)NCCCl)CCCl. Cell line: IGROV1. Synergy scores: CSS=0.747, Synergy_ZIP=1.82, Synergy_Bliss=3.33, Synergy_Loewe=1.75, Synergy_HSA=1.07. (8) Drug 1: CC12CCC3C(C1CCC2=O)CC(=C)C4=CC(=O)C=CC34C. Drug 2: C1=CC(=CC=C1CC(C(=O)O)N)N(CCCl)CCCl.Cl. Cell line: SNB-19. Synergy scores: CSS=37.1, Synergy_ZIP=0.592, Synergy_Bliss=5.73, Synergy_Loewe=-7.25, Synergy_HSA=4.09.